This data is from NCI-60 drug combinations with 297,098 pairs across 59 cell lines. The task is: Regression. Given two drug SMILES strings and cell line genomic features, predict the synergy score measuring deviation from expected non-interaction effect. (1) Drug 1: CC1=C2C(C(=O)C3(C(CC4C(C3C(C(C2(C)C)(CC1OC(=O)C(C(C5=CC=CC=C5)NC(=O)C6=CC=CC=C6)O)O)OC(=O)C7=CC=CC=C7)(CO4)OC(=O)C)O)C)OC(=O)C. Drug 2: CS(=O)(=O)OCCCCOS(=O)(=O)C. Cell line: TK-10. Synergy scores: CSS=6.51, Synergy_ZIP=-7.56, Synergy_Bliss=-7.12, Synergy_Loewe=-23.5, Synergy_HSA=-7.20. (2) Drug 1: CC(C)(C#N)C1=CC(=CC(=C1)CN2C=NC=N2)C(C)(C)C#N. Drug 2: CC1CCCC2(C(O2)CC(NC(=O)CC(C(C(=O)C(C1O)C)(C)C)O)C(=CC3=CSC(=N3)C)C)C. Cell line: SK-MEL-28. Synergy scores: CSS=23.9, Synergy_ZIP=4.05, Synergy_Bliss=4.73, Synergy_Loewe=-11.4, Synergy_HSA=-0.832. (3) Drug 1: C1=CC(=CC=C1CCCC(=O)O)N(CCCl)CCCl. Drug 2: CCC1(CC2CC(C3=C(CCN(C2)C1)C4=CC=CC=C4N3)(C5=C(C=C6C(=C5)C78CCN9C7C(C=CC9)(C(C(C8N6C=O)(C(=O)OC)O)OC(=O)C)CC)OC)C(=O)OC)O.OS(=O)(=O)O. Cell line: NCI-H460. Synergy scores: CSS=33.3, Synergy_ZIP=1.10, Synergy_Bliss=3.14, Synergy_Loewe=-1.31, Synergy_HSA=-0.226. (4) Drug 1: COC1=CC(=CC(=C1O)OC)C2C3C(COC3=O)C(C4=CC5=C(C=C24)OCO5)OC6C(C(C7C(O6)COC(O7)C8=CC=CS8)O)O. Drug 2: C1=CC(=CC=C1CCCC(=O)O)N(CCCl)CCCl. Cell line: SK-MEL-28. Synergy scores: CSS=32.3, Synergy_ZIP=-0.148, Synergy_Bliss=3.55, Synergy_Loewe=-17.3, Synergy_HSA=1.69.